From a dataset of NCI-60 drug combinations with 297,098 pairs across 59 cell lines. Regression. Given two drug SMILES strings and cell line genomic features, predict the synergy score measuring deviation from expected non-interaction effect. (1) Drug 1: C1C(C(OC1N2C=C(C(=O)NC2=O)F)CO)O. Drug 2: C1CC(C1)(C(=O)O)C(=O)O.[NH2-].[NH2-].[Pt+2]. Cell line: LOX IMVI. Synergy scores: CSS=48.6, Synergy_ZIP=0.511, Synergy_Bliss=-1.06, Synergy_Loewe=-66.8, Synergy_HSA=2.83. (2) Drug 1: C(=O)(N)NO. Drug 2: COC1=NC(=NC2=C1N=CN2C3C(C(C(O3)CO)O)O)N. Cell line: SF-295. Synergy scores: CSS=9.99, Synergy_ZIP=-6.88, Synergy_Bliss=-3.85, Synergy_Loewe=-2.22, Synergy_HSA=0.835. (3) Drug 1: CC1C(C(CC(O1)OC2CC(CC3=C2C(=C4C(=C3O)C(=O)C5=C(C4=O)C(=CC=C5)OC)O)(C(=O)CO)O)N)O.Cl. Drug 2: CC12CCC3C(C1CCC2OP(=O)(O)O)CCC4=C3C=CC(=C4)OC(=O)N(CCCl)CCCl.[Na+]. Cell line: LOX IMVI. Synergy scores: CSS=-1.06, Synergy_ZIP=4.24, Synergy_Bliss=-1.78, Synergy_Loewe=-4.94, Synergy_HSA=-3.42. (4) Drug 1: C1CC(=O)NC(=O)C1N2CC3=C(C2=O)C=CC=C3N. Drug 2: C1C(C(OC1N2C=NC3=C2NC=NCC3O)CO)O. Cell line: NCI-H322M. Synergy scores: CSS=5.95, Synergy_ZIP=7.92, Synergy_Bliss=-0.0784, Synergy_Loewe=1.55, Synergy_HSA=2.20. (5) Drug 1: CC1=C(C=C(C=C1)NC2=NC=CC(=N2)N(C)C3=CC4=NN(C(=C4C=C3)C)C)S(=O)(=O)N.Cl. Drug 2: C1=NC2=C(N=C(N=C2N1C3C(C(C(O3)CO)O)F)Cl)N. Cell line: A498. Synergy scores: CSS=16.5, Synergy_ZIP=3.12, Synergy_Bliss=2.98, Synergy_Loewe=-28.4, Synergy_HSA=0.185.